Predict the reaction yield, written as a fraction of the theoretical maximum amount of product (1.0 means a 100% yield; for example, 0.34 means a 34% yield). From a dataset of Reaction yield outcomes from USPTO patents with 853,638 reactions. The reactants are [NH2:1][C:2]1[CH:3]=[C:4]([C:8]2[C:16]3[C:11](=[CH:12][CH:13]=[C:14]([C:17]([NH2:19])=[O:18])[CH:15]=3)[N:10](C3CCCCO3)[N:9]=2)[CH:5]=[CH:6][CH:7]=1.Cl.[N:27]1[CH:32]=[CH:31][C:30]([CH2:33][C:34](O)=[O:35])=[CH:29][CH:28]=1.CCN=C=NCCCN(C)C. No catalyst specified. The product is [N:27]1[CH:32]=[CH:31][C:30]([CH2:33][C:34]([NH:1][C:2]2[CH:3]=[C:4]([C:8]3[C:16]4[C:11](=[CH:12][CH:13]=[C:14]([C:17]([NH2:19])=[O:18])[CH:15]=4)[NH:10][N:9]=3)[CH:5]=[CH:6][CH:7]=2)=[O:35])=[CH:29][CH:28]=1. The yield is 0.0400.